From a dataset of Forward reaction prediction with 1.9M reactions from USPTO patents (1976-2016). Predict the product of the given reaction. (1) Given the reactants CS(O[CH2:6][CH2:7][C:8]1[O:9][C:10]2[CH:16]=[CH:15][C:14]([C:17]3[CH:22]=[CH:21][C:20]([C:23]([N:25]4[CH2:30][CH2:29][O:28][CH2:27][CH2:26]4)=[O:24])=[CH:19][N:18]=3)=[CH:13][C:11]=2[CH:12]=1)(=O)=O.[C:31]([NH:35][CH3:36])([CH3:34])([CH3:33])[CH3:32], predict the reaction product. The product is: [C:31]([N:35]([CH3:36])[CH2:6][CH2:7][C:8]1[O:9][C:10]2[CH:16]=[CH:15][C:14]([C:17]3[CH:22]=[CH:21][C:20]([C:23]([N:25]4[CH2:30][CH2:29][O:28][CH2:27][CH2:26]4)=[O:24])=[CH:19][N:18]=3)=[CH:13][C:11]=2[CH:12]=1)([CH3:34])([CH3:33])[CH3:32]. (2) The product is: [CH3:16][S:17]([N:6]1[CH2:5][CH2:4][NH:3][C:2]([CH3:8])([CH3:1])[CH2:7]1)(=[O:19])=[O:18]. Given the reactants [CH3:1][C:2]1([CH3:8])[CH2:7][NH:6][CH2:5][CH2:4][NH:3]1.C(N(CC)CC)C.[CH3:16][S:17](Cl)(=[O:19])=[O:18], predict the reaction product.